Dataset: Forward reaction prediction with 1.9M reactions from USPTO patents (1976-2016). Task: Predict the product of the given reaction. (1) Given the reactants [F:1][C:2]1[CH:10]=[CH:9][CH:8]=[CH:7][C:3]=1[CH2:4][Mg]Br.FC1C=CC=CC=1CBr.[Mg].[CH3:21][CH:22]([CH3:30])[C:23](=[O:29])[C:24]([O:26]CC)=[O:25].[NH4+].[Cl-], predict the reaction product. The product is: [CH:22]([C@@:23]([OH:29])([CH2:4][C:3]1[CH:7]=[CH:8][CH:9]=[CH:10][C:2]=1[F:1])[C:24]([OH:26])=[O:25])([CH3:30])[CH3:21]. (2) The product is: [CH3:1][N:2]([CH3:7])[CH2:3][CH2:4][N:5]([CH3:6])[C:16]([C:17]1[CH:18]=[CH:19][C:20]([O:23][C:24](=[O:33])[N:25]([CH3:32])[C:26]2[CH:27]=[CH:28][CH:29]=[CH:30][CH:31]=2)=[CH:21][CH:22]=1)=[O:34]. Given the reactants [CH3:1][N:2]([CH3:7])[CH2:3][CH2:4][NH:5][CH3:6].O=C1CCC(=O)N1O[C:16](=[O:34])[C:17]1[CH:22]=[CH:21][C:20]([O:23][C:24](=[O:33])[N:25]([CH3:32])[C:26]2[CH:31]=[CH:30][CH:29]=[CH:28][CH:27]=2)=[CH:19][CH:18]=1, predict the reaction product. (3) Given the reactants [CH3:1][O:2][CH2:3][O:4][C:5]1[CH:10]=[C:9]([O:11][CH2:12][O:13][CH3:14])[CH:8]=[CH:7][C:6]=1[CH:15]1[CH2:20][CH2:19][C:18](=[CH:21][C:22]([O:24][CH3:25])=[O:23])[CH2:17][CH2:16]1, predict the reaction product. The product is: [CH3:1][O:2][CH2:3][O:4][C:5]1[CH:10]=[C:9]([O:11][CH2:12][O:13][CH3:14])[CH:8]=[CH:7][C:6]=1[C@H:15]1[CH2:16][CH2:17][C@H:18]([CH2:21][C:22]([O:24][CH3:25])=[O:23])[CH2:19][CH2:20]1. (4) The product is: [CH3:15][O:16][C:17]1[CH:18]=[CH:19][C:20]([O:21][CH2:22][C:23]([N:25]2[CH2:30][CH2:29][NH:28][CH2:27][CH:26]2[CH2:38][O:39][C:40]2[CH:41]=[N:42][CH:43]=[CH:44][CH:45]=2)=[O:24])=[CH:46][CH:47]=1. Given the reactants Cl.O1CCOCC1.OC(C(F)(F)F)=O.[CH3:15][O:16][C:17]1[CH:47]=[CH:46][C:20]([O:21][CH2:22][C:23]([N:25]2[CH2:30][CH2:29][N:28](C(OC(C)(C)C)=O)[CH2:27][CH:26]2[CH2:38][O:39][C:40]2[CH:41]=[N:42][CH:43]=[CH:44][CH:45]=2)=[O:24])=[CH:19][CH:18]=1, predict the reaction product.